This data is from Full USPTO retrosynthesis dataset with 1.9M reactions from patents (1976-2016). The task is: Predict the reactants needed to synthesize the given product. (1) Given the product [S:12]1[CH:13]=[CH:14][N:15]=[C:11]1[NH:10][C:34]([C:27]1[C:28]2[C:33](=[CH:32][CH:31]=[CH:30][CH:29]=2)[N:25]([CH2:2][C:3]2[CH:8]=[CH:7][CH:6]=[C:5]([F:9])[CH:4]=2)[CH:26]=1)=[O:35], predict the reactants needed to synthesize it. The reactants are: Br[CH2:2][C:3]1[CH:8]=[CH:7][CH:6]=[C:5]([F:9])[CH:4]=1.[NH2:10][C:11]1[S:12][CH:13]=[CH:14][N:15]=1.N1C2C(=CC=CC=2)C=C1.[NH:25]1[C:33]2[C:28](=[CH:29][CH:30]=[CH:31][CH:32]=2)[C:27]([C:34](OC)=[O:35])=[CH:26]1. (2) Given the product [CH2:1]([O:3][C:4]1[C:27]([O:28][CH3:29])=[CH:26][C:7]2[C:8]([C:17]3[CH:25]=[CH:24][C:20]([C:21]([N:33]([CH:30]([CH3:32])[CH3:31])[C@@H:34]([CH3:49])[CH2:35][O:36][C:37](=[O:48])[C:38]4[CH:43]=[CH:42][C:41]([O:44][CH3:45])=[C:40]([O:46][CH3:47])[CH:39]=4)=[O:22])=[CH:19][CH:18]=3)=[N:9][C@H:10]3[C@@H:15]([C:6]=2[CH:5]=1)[CH2:14][N:13]([CH3:16])[CH2:12][CH2:11]3)[CH3:2], predict the reactants needed to synthesize it. The reactants are: [CH2:1]([O:3][C:4]1[C:27]([O:28][CH3:29])=[CH:26][C:7]2[C:8]([C:17]3[CH:25]=[CH:24][C:20]([C:21](O)=[O:22])=[CH:19][CH:18]=3)=[N:9][C@H:10]3[C@@H:15]([C:6]=2[CH:5]=1)[CH2:14][N:13]([CH3:16])[CH2:12][CH2:11]3)[CH3:2].[CH:30]([NH:33][C@@H:34]([CH3:49])[CH2:35][O:36][C:37](=[O:48])[C:38]1[CH:43]=[CH:42][C:41]([O:44][CH3:45])=[C:40]([O:46][CH3:47])[CH:39]=1)([CH3:32])[CH3:31].